Dataset: Forward reaction prediction with 1.9M reactions from USPTO patents (1976-2016). Task: Predict the product of the given reaction. (1) The product is: [Cl:19][C:20]1[N:21]([CH2:28][C@@:29]([CH3:32])([OH:30])[CH2:31][N:12]2[CH2:13][CH2:14][CH:9]([CH2:8][C:7]3[CH:6]=[CH:5][C:4]([O:3][C:2]([F:17])([F:1])[F:18])=[CH:16][CH:15]=3)[CH2:10][CH2:11]2)[CH:22]=[C:23]([N+:25]([O-:27])=[O:26])[N:24]=1. Given the reactants [F:1][C:2]([F:18])([F:17])[O:3][C:4]1[CH:16]=[CH:15][C:7]([CH2:8][CH:9]2[CH2:14][CH2:13][NH:12][CH2:11][CH2:10]2)=[CH:6][CH:5]=1.[Cl:19][C:20]1[N:21]([CH2:28][C@:29]2([CH3:32])[CH2:31][O:30]2)[CH:22]=[C:23]([N+:25]([O-:27])=[O:26])[N:24]=1, predict the reaction product. (2) Given the reactants [CH3:1][S:2](Cl)(=[O:4])=[O:3].[CH3:6][O:7][C:8]1[CH:27]=[CH:26][C:11]([CH2:12][N:13]2[C:21]3[C:16](=[CH:17][CH:18]=[C:19]([C@H:22]([OH:25])[CH2:23][OH:24])[CH:20]=3)[CH:15]=[N:14]2)=[CH:10][CH:9]=1.CCN(CC)CC, predict the reaction product. The product is: [CH3:1][S:2]([O:25][C@@H:22]([C:19]1[CH:20]=[C:21]2[C:16]([CH:15]=[N:14][N:13]2[CH2:12][C:11]2[CH:10]=[CH:9][C:8]([O:7][CH3:6])=[CH:27][CH:26]=2)=[CH:17][CH:18]=1)[CH2:23][O:24][S:2]([CH3:1])(=[O:4])=[O:3])(=[O:4])=[O:3]. (3) Given the reactants Br[C:2]1[CH:7]=[CH:6][C:5]([Cl:8])=[C:4]([C:9]([F:12])([F:11])[F:10])[CH:3]=1.[NH:13]1[CH2:17][CH2:16][CH:15]([CH2:18][CH2:19][C:20]([O:22][CH2:23][CH3:24])=[O:21])[CH2:14]1, predict the reaction product. The product is: [Cl:8][C:5]1[CH:6]=[CH:7][C:2]([N:13]2[CH2:17][CH2:16][CH:15]([CH2:18][CH2:19][C:20]([O:22][CH2:23][CH3:24])=[O:21])[CH2:14]2)=[CH:3][C:4]=1[C:9]([F:12])([F:11])[F:10].